From a dataset of Full USPTO retrosynthesis dataset with 1.9M reactions from patents (1976-2016). Predict the reactants needed to synthesize the given product. (1) Given the product [C:30]1([CH:7]([C:1]2[CH:2]=[CH:3][CH:4]=[CH:5][CH:6]=2)[N:8]2[C:16]3[C:11](=[CH:12][CH:13]=[CH:14][CH:15]=3)[C:10]3([C:17]4=[CH:18][C:19]5[O:25][CH2:24][CH2:23][CH2:22][O:21][C:20]=5[CH:26]=[C:27]4[O:28][CH2:36]3)[C:9]2=[O:29])[CH:31]=[CH:32][CH:33]=[CH:34][CH:35]=1, predict the reactants needed to synthesize it. The reactants are: [C:1]1([CH:7]([C:30]2[CH:35]=[CH:34][CH:33]=[CH:32][CH:31]=2)[N:8]2[C:16]3[C:11](=[CH:12][CH:13]=[CH:14][CH:15]=3)[CH:10]([C:17]3[C:27]([OH:28])=[CH:26][C:20]4[O:21][CH2:22][CH2:23][CH2:24][O:25][C:19]=4[CH:18]=3)[C:9]2=[O:29])[CH:6]=[CH:5][CH:4]=[CH:3][CH:2]=1.[C:36]1(C(C2C=CC=CC=2)N2C3C(=CC=CC=3)C(C3C=C(C)C(OC)=CC=3O)C2=O)C=CC=CC=1. (2) Given the product [CH:1]([O:4][C:5]([C:7]1[N:8]([CH:12]2[C:21]3[C:16](=[CH:17][C:18]([CH:30]4[CH2:32][CH2:31]4)=[CH:19][CH:20]=3)[CH2:15][CH2:14][CH2:13]2)[CH:9]=[N:10][CH:11]=1)=[O:6])([CH3:3])[CH3:2], predict the reactants needed to synthesize it. The reactants are: [CH:1]([O:4][C:5]([C:7]1[N:8]([CH:12]2[C:21]3[C:16](=[CH:17][C:18](OS(C(F)(F)F)(=O)=O)=[CH:19][CH:20]=3)[CH2:15][CH2:14][CH2:13]2)[CH:9]=[N:10][CH:11]=1)=[O:6])([CH3:3])[CH3:2].[CH:30]1(B(O)O)[CH2:32][CH2:31]1.[F-].[K+].[Br-].[Na+]. (3) Given the product [CH3:1][C:2]([CH2:4][C@@H:5]([C:12]1[C:21](=[O:22])[O:20][C:19]2[C:14](=[CH:15][CH:16]=[CH:17][CH:18]=2)[C:13]=1[OH:23])[C:6]1[CH:7]=[CH:8][CH:9]=[CH:10][CH:11]=1)=[O:3].[CH3:24][C:25]([CH:27]([OH:47])[CH:28]([C:35]1[C:44](=[O:45])[O:43][C:42]2[C:37](=[CH:38][CH:39]=[CH:40][CH:41]=2)[C:36]=1[OH:46])[C:29]1[CH:30]=[CH:31][CH:32]=[CH:33][CH:34]=1)=[O:26], predict the reactants needed to synthesize it. The reactants are: [CH3:1][C:2]([CH2:4][C@H:5]([C:12]1[C:21](=[O:22])[O:20][C:19]2[CH:18]=[CH:17][CH:16]=[CH:15][C:14]=2[C:13]=1[OH:23])[C:6]1[CH:7]=[CH:8][CH:9]=[CH:10][CH:11]=1)=[O:3].[CH3:24][C:25]([CH:27]([OH:47])[CH:28]([C:35]1[C:44](=[O:45])[O:43][C:42]2[C:37](=[CH:38][CH:39]=[CH:40][CH:41]=2)[C:36]=1[OH:46])[C:29]1[CH:34]=[CH:33][CH:32]=[CH:31][CH:30]=1)=[O:26]. (4) Given the product [NH:35]1[C:43]2[C:38](=[C:39]([C:44]3[CH:52]=[C:51]4[C:47]([CH:48]=[N:49][NH:50]4)=[C:46]([NH:53][C:8](=[O:10])[CH2:7][CH:4]4[CH2:3][CH2:2][O:1][CH2:6][CH2:5]4)[CH:45]=3)[CH:40]=[CH:41][CH:42]=2)[CH:37]=[CH:36]1, predict the reactants needed to synthesize it. The reactants are: [O:1]1[CH2:6][CH2:5][CH:4]([CH2:7][C:8]([OH:10])=O)[CH2:3][CH2:2]1.CN(C(ON1N=NC2C=CC=NC1=2)=[N+](C)C)C.F[P-](F)(F)(F)(F)F.[NH:35]1[C:43]2[C:38](=[C:39]([C:44]3[CH:45]=[C:46]([NH2:53])[C:47]4[CH:48]=[N:49][NH:50][C:51]=4[CH:52]=3)[CH:40]=[CH:41][CH:42]=2)[CH:37]=[CH:36]1.CCN(C(C)C)C(C)C.